From a dataset of CYP3A4 inhibition data for predicting drug metabolism from PubChem BioAssay. Regression/Classification. Given a drug SMILES string, predict its absorption, distribution, metabolism, or excretion properties. Task type varies by dataset: regression for continuous measurements (e.g., permeability, clearance, half-life) or binary classification for categorical outcomes (e.g., BBB penetration, CYP inhibition). Dataset: cyp3a4_veith. The compound is CS(=O)(=O)Nc1cccc(-c2cncnc2NCc2cccnc2)c1. The result is 1 (inhibitor).